From a dataset of Reaction yield outcomes from USPTO patents with 853,638 reactions. Predict the reaction yield, written as a fraction of the theoretical maximum amount of product (1.0 means a 100% yield; for example, 0.34 means a 34% yield). (1) The reactants are [CH2:1]([N:8]1[CH2:14][C:13]2[N:15]=[CH:16][C:17]([N:19]([CH3:23])[CH:20]([CH3:22])[CH3:21])=[N:18][C:12]=2[O:11][CH2:10][CH2:9]1)[C:2]1[CH:7]=[CH:6][CH:5]=[CH:4][CH:3]=1.[Br:24]N1C(=O)CCC1=O.C(#N)C. The catalyst is O. The product is [CH2:1]([N:8]1[CH2:14][C:13]2[N:15]=[C:16]([Br:24])[C:17]([N:19]([CH3:23])[CH:20]([CH3:21])[CH3:22])=[N:18][C:12]=2[O:11][CH2:10][CH2:9]1)[C:2]1[CH:3]=[CH:4][CH:5]=[CH:6][CH:7]=1. The yield is 0.200. (2) The reactants are [Br:1][C:2]1[C:11]2[C:6](=[CH:7][C:8]([O:12][CH3:13])=[CH:9][CH:10]=2)[CH:5]=[CH:4][C:3]=1[OH:14].C(=O)([O-])[O-].[K+].[K+].[CH2:21](Br)[C:22]1[CH:27]=[CH:26][CH:25]=[CH:24][CH:23]=1. The catalyst is CN(C=O)C. The product is [CH2:21]([O:14][C:3]1[CH:4]=[CH:5][C:6]2[C:11](=[CH:10][CH:9]=[C:8]([O:12][CH3:13])[CH:7]=2)[C:2]=1[Br:1])[C:22]1[CH:27]=[CH:26][CH:25]=[CH:24][CH:23]=1. The yield is 0.862. (3) The catalyst is CN(C=O)C. The product is [F:7][C:8]1[CH:13]=[C:12]([N+:14]([O-:16])=[O:15])[C:11]([CH2:1][N+:27]#[C-:26])=[CH:10][C:9]=1[O:17][CH3:18]. The yield is 0.232. The reactants are [CH3:1]C(C)([O-])C.[K+].[F:7][C:8]1[CH:13]=[C:12]([N+:14]([O-:16])=[O:15])[CH:11]=[CH:10][C:9]=1[O:17][CH3:18].ClC1C=CC(OC[C:26]#[N:27])=CC=1. (4) The reactants are [H-].[Na+].[OH:3][CH2:4][CH:5]1[CH2:7][CH:6]1[C:8]([O:10][CH2:11][CH3:12])=[O:9].CI.[CH2:15](Br)C=C.C(Cl)C1C=CC=CC=1. The catalyst is C1COCC1. The product is [CH3:15][O:3][CH2:4][CH:5]1[CH2:7][CH:6]1[C:8]([O:10][CH2:11][CH3:12])=[O:9]. The yield is 0.520. (5) The reactants are C([O:3][CH2:4][CH2:5][O:6][NH:7][C:8]([C:10]1[CH:11]=[C:12]2[CH:17]=[CH:16][N:15]=[CH:14][N:13]2[C:18]=1[NH:19][C:20]1[CH:25]=[CH:24][C:23]([I:26])=[CH:22][C:21]=1[F:27])=[O:9])=C.Cl. No catalyst specified. The product is [OH:3][CH2:4][CH2:5][O:6][NH:7][C:8]([C:10]1[CH:11]=[C:12]2[CH:17]=[CH:16][N:15]=[CH:14][N:13]2[C:18]=1[NH:19][C:20]1[CH:25]=[CH:24][C:23]([I:26])=[CH:22][C:21]=1[F:27])=[O:9]. The yield is 0.390. (6) The reactants are [CH:1](=O)[C:2]1[CH:7]=[CH:6][CH:5]=[C:4]([O:8][CH3:9])[CH:3]=1.[CH2:11]([O:13][CH:14]([O:17][CH2:18][CH3:19])[CH2:15][NH2:16])[CH3:12].O. The catalyst is C1(C)C=CC=CC=1. The product is [CH2:11]([O:13][CH:14]([O:17][CH2:18][CH3:19])[CH2:15]/[N:16]=[CH:1]/[C:2]1[CH:7]=[CH:6][CH:5]=[C:4]([O:8][CH3:9])[CH:3]=1)[CH3:12]. The yield is 0.920. (7) The reactants are [CH3:1][O:2][C:3]1[CH:4]=[C:5]2[C:10](=[CH:11][CH:12]=1)[C:9]([O:13][C:14]1[CH:19]=[CH:18][C:17]([O:20][CH2:21][CH2:22][N:23]3[CH2:28][CH2:27][CH2:26][CH2:25][CH2:24]3)=[CH:16][CH:15]=1)=[C:8](OS(C(F)(F)F)(=O)=O)[CH:7]=[CH:6]2.OC[C:39]1[CH:44]=[CH:43][C:42](B(O)O)=[CH:41][CH:40]=1.[C:48]([O-:51])([O-])=O.[K+].[K+].[Li+].[Cl-].ClCCl. The catalyst is C(OCC)C.O.Cl[Pd]Cl.C1(P(C2C=CC=CC=2)[C-]2C=CC=C2)C=CC=CC=1.[C-]1(P(C2C=CC=CC=2)C2C=CC=CC=2)C=CC=C1.[Fe+2].C1(C)C=CC=CC=1. The product is [CH3:1][O:2][C:3]1[CH:4]=[C:5]2[C:10](=[CH:11][CH:12]=1)[C:9]([O:13][C:14]1[CH:19]=[CH:18][C:17]([O:20][CH2:21][CH2:22][N:23]3[CH2:24][CH2:25][CH2:26][CH2:27][CH2:28]3)=[CH:16][CH:15]=1)=[C:8]([C:39]1[CH:44]=[CH:43][C:42]([CH2:48][OH:51])=[CH:41][CH:40]=1)[CH:7]=[CH:6]2. The yield is 0.700. (8) The reactants are [CH2:1]([S:8][C:9]([CH3:41])([CH:39]=O)[CH2:10][NH:11][C:12]([C:14]1[NH:15][C:16]2[C:21]([CH:22]=1)=[CH:20][C:19]([O:23][CH2:24][CH2:25][O:26][CH3:27])=[CH:18][C:17]=2[N:28]([CH3:38])[S:29]([C:32]1[CH:37]=[CH:36][CH:35]=[CH:34][N:33]=1)(=[O:31])=[O:30])=[O:13])[C:2]1[CH:7]=[CH:6][CH:5]=[CH:4][CH:3]=1.[NH:42]1[CH2:47][CH2:46][S:45][CH2:44][CH2:43]1.C(O[BH-](OC(=O)C)OC(=O)C)(=O)C.[Na+].C(=O)(O)[O-].[Na+]. The catalyst is ClCCCl. The product is [CH2:1]([S:8][C:9]([CH3:41])([CH2:39][N:42]1[CH2:47][CH2:46][S:45][CH2:44][CH2:43]1)[CH2:10][NH:11][C:12]([C:14]1[NH:15][C:16]2[C:21]([CH:22]=1)=[CH:20][C:19]([O:23][CH2:24][CH2:25][O:26][CH3:27])=[CH:18][C:17]=2[N:28]([CH3:38])[S:29]([C:32]1[CH:37]=[CH:36][CH:35]=[CH:34][N:33]=1)(=[O:30])=[O:31])=[O:13])[C:2]1[CH:3]=[CH:4][CH:5]=[CH:6][CH:7]=1. The yield is 0.560.